Dataset: Full USPTO retrosynthesis dataset with 1.9M reactions from patents (1976-2016). Task: Predict the reactants needed to synthesize the given product. (1) Given the product [C:23]([O:26][CH2:27][C:28]1([CH:30]([F:32])[F:31])[O:14][N:13]=[C:12]([C:8]2[CH:9]=[C:10]3[C:5](=[CH:6][CH:7]=2)[N:4]=[CH:3][C:2]([Br:1])=[CH:11]3)[CH2:29]1)(=[O:25])[CH3:24], predict the reactants needed to synthesize it. The reactants are: [Br:1][C:2]1[CH:3]=[N:4][C:5]2[C:10]([CH:11]=1)=[CH:9][C:8]([CH:12]=[N:13][OH:14])=[CH:7][CH:6]=2.ClN1C(=O)CCC1=O.[C:23]([O:26][CH2:27][C:28]([CH:30]([F:32])[F:31])=[CH2:29])(=[O:25])[CH3:24].C([O-])(O)=O.[Na+]. (2) The reactants are: [F:1][C:2]1[CH:3]=[C:4]2[C:8](=[CH:9][CH:10]=1)[NH:7][C:6](=[O:11])/[C:5]/2=[CH:12]\[C:13]1[NH:17][C:16]([CH3:18])=[C:15]([C:19]([NH:21][CH:22]2[CH2:27][CH2:26][CH:25]([C:28]([OH:30])=O)[CH2:24][CH2:23]2)=[O:20])[C:14]=1[CH3:31].CN(C(ON1N=NC2C=CC=NC1=2)=[N+](C)C)C.F[P-](F)(F)(F)(F)F.CCN(C(C)C)C(C)C.[NH:65]1[CH2:70][CH2:69][O:68][CH2:67][CH2:66]1. Given the product [N:65]1([C:28]([CH:25]2[CH2:24][CH2:23][CH:22]([NH:21][C:19]([C:15]3[C:14]([CH3:31])=[C:13](/[CH:12]=[C:5]4\[C:6](=[O:11])[NH:7][C:8]5[C:4]\4=[CH:3][C:2]([F:1])=[CH:10][CH:9]=5)[NH:17][C:16]=3[CH3:18])=[O:20])[CH2:27][CH2:26]2)=[O:30])[CH2:70][CH2:69][O:68][CH2:67][CH2:66]1, predict the reactants needed to synthesize it. (3) Given the product [C:1]([NH:4][N:5]1[CH2:10][C:9]([C:11](=[O:13])[CH3:12])=[N:8][N:7]([C:14]([O:16][C:17]([CH3:20])([CH3:19])[CH3:18])=[O:15])[C:6]1=[O:21])(=[O:3])[CH3:2], predict the reactants needed to synthesize it. The reactants are: [C:1]([NH:4][N:5]1[CH2:10][C:9]([CH:11]([OH:13])[CH3:12])=[N:8][N:7]([C:14]([O:16][C:17]([CH3:20])([CH3:19])[CH3:18])=[O:15])[C:6]1=[O:21])(=[O:3])[CH3:2].C([O-])(O)=O.[Na+].[Na+].[Br-].[O-]Cl.[Na+].[O-]S([O-])=O.[Na+].[Na+]. (4) Given the product [CH2:19]([O:26][C:27]([N:11]1[CH2:12][CH2:13][CH:9]([NH:8][C:6]([O:5][C:1]([CH3:4])([CH3:2])[CH3:3])=[O:7])[CH2:10]1)=[O:28])[C:20]1[CH:25]=[CH:24][CH:23]=[CH:22][CH:21]=1, predict the reactants needed to synthesize it. The reactants are: [C:1]([O:5][C:6]([NH:8][CH:9]1[CH2:13][CH2:12][NH:11][CH2:10]1)=[O:7])([CH3:4])([CH3:3])[CH3:2].C([O-])(O)=O.[Na+].[CH2:19]([O:26][C:27](ON1C(=O)CCC1=O)=[O:28])[C:20]1[CH:25]=[CH:24][CH:23]=[CH:22][CH:21]=1. (5) Given the product [CH:62]12[CH2:61][CH:60]3[CH2:59][CH:47]([CH2:48][CH:43]([CH2:44]3)[CH:42]1[NH:41][C:39]([C:36]1[NH:35][C:34]([C:22]3[C:21]4[C:25](=[CH:26][CH:27]=[C:19]([C:16]5[C:17]([CH3:18])=[C:12]([CH2:11][N:3]([CH2:1][CH3:2])[C:4](=[O:10])[O:5][C:6]([CH3:9])([CH3:7])[CH3:8])[CH:13]=[N:14][CH:15]=5)[CH:20]=4)[N:24]([CH:28]4[CH2:33][CH2:32][CH2:31][CH2:30][O:29]4)[N:23]=3)=[N:38][CH:37]=1)=[O:40])[CH2:46]2, predict the reactants needed to synthesize it. The reactants are: [CH2:1]([N:3]([CH2:11][C:12]1[CH:13]=[N:14][CH:15]=[C:16]([C:19]2[CH:20]=[C:21]3[C:25](=[CH:26][CH:27]=2)[N:24]([CH:28]2[CH2:33][CH2:32][CH2:31][CH2:30][O:29]2)[N:23]=[C:22]3[C:34]2[NH:35][C:36]([C:39]([NH:41][CH2:42][C:43]3[CH:44]=N[CH:46]=[CH:47][CH:48]=3)=[O:40])=[CH:37][N:38]=2)[C:17]=1[CH3:18])[C:4](=[O:10])[O:5][C:6]([CH3:9])([CH3:8])[CH3:7])[CH3:2].C(OC(N([CH2:59][C:60]1[C:61](C)=[C:62](C2C=C3C(=CC=2)N(C2CCCCO2)N=C3C2NC(C(O)=O)=CN=2)C=NC=1)CC)=O)(C)(C)C.C(N(C(C)C)CC)(C)C.Cl.CN(C(ON1N=NC2C=CC=NC1=2)=[N+](C)C)C.F[P-](F)(F)(F)(F)F. (6) Given the product [NH2:10][C:7]1[CH:8]=[CH:9][C:4]([C:3]([OH:13])=[O:2])=[C:5]([O:11][CH3:12])[CH:6]=1, predict the reactants needed to synthesize it. The reactants are: C[O:2][C:3](=[O:13])[C:4]1[CH:9]=[CH:8][C:7]([NH2:10])=[CH:6][C:5]=1[O:11][CH3:12].[Li+].[OH-].Cl. (7) Given the product [Cl:1][C:2]1[C:3]([C:9]([Cl:15])=[O:11])=[N:4][CH:5]=[C:6]([F:8])[CH:7]=1, predict the reactants needed to synthesize it. The reactants are: [Cl:1][C:2]1[C:3]([C:9]([OH:11])=O)=[N:4][CH:5]=[C:6]([F:8])[CH:7]=1.C(Cl)(=O)C([Cl:15])=O.CN(C)C=O.